From a dataset of Forward reaction prediction with 1.9M reactions from USPTO patents (1976-2016). Predict the product of the given reaction. (1) Given the reactants [C:1]([C:5]1[CH:10]=[C:9]([C:11]([CH3:14])([CH3:13])[CH3:12])[CH:8]=[CH:7][C:6]=1O)([CH3:4])([CH3:3])[CH3:2].[CH2:16]([NH2:19])[CH2:17][NH2:18].[CH2:20]=[O:21].[CH3:22][OH:23], predict the reaction product. The product is: [C:11]([C:9]1[C:22]([OH:23])=[C:7]([CH2:8][NH:18][CH2:17][CH2:16][NH:19][CH2:6][C:7]2[CH:8]=[C:9]([C:11]([CH3:12])([CH3:13])[CH3:14])[CH:10]=[C:5]([C:1]([CH3:2])([CH3:3])[CH3:4])[C:20]=2[OH:21])[CH:6]=[C:5]([C:1]([CH3:4])([CH3:3])[CH3:2])[CH:10]=1)([CH3:14])([CH3:12])[CH3:13]. (2) Given the reactants Br[C:2]1[C:6]2=[N:7][CH:8]=[CH:9][CH:10]=[C:5]2[S:4][C:3]=1[C:11]1[N:15]2[N:16]=[C:17]([CH3:25])[CH:18]=[C:19]([CH:20]([CH2:23][CH3:24])[CH2:21][CH3:22])[C:14]2=[N:13][C:12]=1[CH3:26].[Cu][C:28]#[N:29].CN(C=O)C.N, predict the reaction product. The product is: [CH2:21]([CH:20]([C:19]1[C:14]2[N:15]([C:11]([C:3]3[S:4][C:5]4[C:6](=[N:7][CH:8]=[CH:9][CH:10]=4)[C:2]=3[C:28]#[N:29])=[C:12]([CH3:26])[N:13]=2)[N:16]=[C:17]([CH3:25])[CH:18]=1)[CH2:23][CH3:24])[CH3:22]. (3) Given the reactants I[C:2]1[S:3][C:4]([CH3:8])=[C:5]([CH3:7])[N:6]=1.[NH:9]1[CH2:14][CH2:13][NH:12][CH2:11][CH2:10]1, predict the reaction product. The product is: [CH3:7][C:5]1[N:6]=[C:2]([N:9]2[CH2:14][CH2:13][NH:12][CH2:11][CH2:10]2)[S:3][C:4]=1[CH3:8].